From a dataset of Full USPTO retrosynthesis dataset with 1.9M reactions from patents (1976-2016). Predict the reactants needed to synthesize the given product. Given the product [CH2:19]([O:26][C:27]1[C:32]([CH2:33][N:9]2[CH2:8][CH2:7][C:6]3[C:11](=[C:2]([CH3:1])[C:3]([O:13][CH:14]([CH3:16])[CH3:15])=[CH:4][CH:5]=3)[C:10]2=[O:12])=[C:31]([CH3:35])[CH:30]=[C:29]([CH3:36])[N:28]=1)[C:20]1[CH:25]=[CH:24][CH:23]=[CH:22][CH:21]=1, predict the reactants needed to synthesize it. The reactants are: [CH3:1][C:2]1[C:3]([O:13][CH:14]([CH3:16])[CH3:15])=[CH:4][CH:5]=[C:6]2[C:11]=1[C:10](=[O:12])[NH:9][CH2:8][CH2:7]2.[H-].[Na+].[CH2:19]([O:26][C:27]1[C:32]([CH2:33]Cl)=[C:31]([CH3:35])[CH:30]=[C:29]([CH3:36])[N:28]=1)[C:20]1[CH:25]=[CH:24][CH:23]=[CH:22][CH:21]=1.